From a dataset of Catalyst prediction with 721,799 reactions and 888 catalyst types from USPTO. Predict which catalyst facilitates the given reaction. (1) Reactant: [S:1](Cl)([C:4]1[CH:10]=[CH:9][C:7]([CH3:8])=[CH:6][CH:5]=1)(=[O:3])=[O:2].[Br:12][C:13]1[CH:14]=[C:15]([CH:19]=[CH:20][CH:21]=1)[CH2:16][CH2:17][NH2:18].CCN(CC)CC.CO. Product: [Br:12][C:13]1[CH:14]=[C:15]([CH2:16][CH2:17][NH:18][S:1]([C:4]2[CH:10]=[CH:9][C:7]([CH3:8])=[CH:6][CH:5]=2)(=[O:3])=[O:2])[CH:19]=[CH:20][CH:21]=1. The catalyst class is: 2. (2) Reactant: [C:1]([O:5][C:6]([N:8]1[CH2:13][CH2:12][CH:11]([NH:14][CH:15]([CH2:18][C:19]2[CH:24]=[CH:23][C:22]([Cl:25])=[CH:21][CH:20]=2)[CH2:16][OH:17])[CH2:10][CH2:9]1)=[O:7])([CH3:4])([CH3:3])[CH3:2].C(N(CC)CC)C.[C:33](C1NC=CN=1)(C1NC=CN=1)=[O:34]. Product: [C:1]([O:5][C:6]([N:8]1[CH2:13][CH2:12][CH:11]([N:14]2[CH:15]([CH2:18][C:19]3[CH:20]=[CH:21][C:22]([Cl:25])=[CH:23][CH:24]=3)[CH2:16][O:17][C:33]2=[O:34])[CH2:10][CH2:9]1)=[O:7])([CH3:4])([CH3:2])[CH3:3]. The catalyst class is: 2. (3) Reactant: C(Cl)(=O)C.[NH:5]1[C:9]2=[N:10][CH:11]=[CH:12][CH:13]=[C:8]2[C:7]([C:14]2(O)[CH2:19][CH2:18][CH2:17][NH:16][CH2:15]2)=[CH:6]1. Product: [NH:16]1[CH2:17][CH2:18][CH:19]=[C:14]([C:7]2[C:8]3[C:9](=[N:10][CH:11]=[CH:12][CH:13]=3)[NH:5][CH:6]=2)[CH2:15]1. The catalyst class is: 14. (4) The catalyst class is: 70. Product: [Cl:1][C:2]1[C:7]([O:8][CH3:9])=[CH:6][C:5]([O:10][CH3:11])=[C:4]([Cl:12])[C:3]=1[C:13]1[N:18]=[C:17]2[NH:19][N:20]=[C:21]([C:31]3[CH:32]=[C:33]4[C:38](=[CH:39][CH:40]=3)[C:37](=[O:41])[NH:36][CH2:35][CH2:34]4)[C:16]2=[CH:15][N:14]=1. Reactant: [Cl:1][C:2]1[C:7]([O:8][CH3:9])=[CH:6][C:5]([O:10][CH3:11])=[C:4]([Cl:12])[C:3]=1[C:13]1[N:18]=[C:17]2[NH:19][N:20]=[C:21](I)[C:16]2=[CH:15][N:14]=1.CC1(C)C(C)(C)OB([C:31]2[CH:32]=[C:33]3[C:38](=[CH:39][CH:40]=2)[C:37](=[O:41])[NH:36][CH2:35][CH2:34]3)O1.C(=O)([O-])[O-].[Na+].[Na+]. (5) Product: [CH:1]1([C@@H:5]([C:11]2[CH:16]=[CH:15][CH:14]=[C:13]([OH:17])[CH:12]=2)[CH2:6][C:7]([O:9][CH2:10][CH3:18])=[O:8])[CH2:2][CH2:3][CH2:4]1.[CH:52]1([C@H:56]([C:38]2[CH:39]=[CH:40][CH:41]=[C:36]([OH:35])[CH:37]=2)[CH2:57][C:58]([O:60][CH2:61][CH3:62])=[O:59])[CH2:53][CH2:54][CH2:55]1. The catalyst class is: 25. Reactant: [CH:1]1([C@@H:5]([C:11]2[CH:16]=[CH:15][CH:14]=[C:13]([OH:17])[CH:12]=2)[CH2:6][C:7]([O:9][CH3:10])=[O:8])[CH2:4][CH2:3][CH2:2]1.[CH:18]1([C@H](C2C=CC=C(O)C=2)CC(OC)=O)CCC1.[OH:35][C:36]1[CH:37]=[C:38](B(O)O)[CH:39]=[CH:40][CH:41]=1.O1CCOCC1.O.[CH:52]1(/[CH:56]=[CH:57]/[C:58]([O:60][CH2:61][CH3:62])=[O:59])[CH2:55][CH2:54][CH2:53]1. (6) Reactant: [N:1]1([C:10]([C:12]2[CH:13]=[C:14]3[C:20]([C:21]4[CH:22]=[N:23][N:24]([CH3:26])[CH:25]=4)=[CH:19][NH:18][C:15]3=[N:16][CH:17]=2)=O)[C:9]2[C:4](=[CH:5][CH:6]=[CH:7][CH:8]=2)[CH2:3][CH2:2]1. Product: [N:1]1([CH2:10][C:12]2[CH:13]=[C:14]3[C:20]([C:21]4[CH:22]=[N:23][N:24]([CH3:26])[CH:25]=4)=[CH:19][NH:18][C:15]3=[N:16][CH:17]=2)[C:9]2[C:4](=[CH:5][CH:6]=[CH:7][CH:8]=2)[CH2:3][CH2:2]1. The catalyst class is: 1.